The task is: Predict the reaction yield, written as a fraction of the theoretical maximum amount of product (1.0 means a 100% yield; for example, 0.34 means a 34% yield).. This data is from Reaction yield outcomes from USPTO patents with 853,638 reactions. The reactants are [Cl:1]N1C(=O)CCC1=O.CN(C)C=O.[Br:14][C:15]1[CH:16]=[CH:17][C:18]([NH2:21])=[N:19][CH:20]=1.[OH-].[Na+]. The catalyst is O. The product is [Br:14][C:15]1[CH:16]=[C:17]([Cl:1])[C:18]([NH2:21])=[N:19][CH:20]=1. The yield is 0.880.